From a dataset of NCI-60 drug combinations with 297,098 pairs across 59 cell lines. Regression. Given two drug SMILES strings and cell line genomic features, predict the synergy score measuring deviation from expected non-interaction effect. (1) Drug 1: CS(=O)(=O)C1=CC(=C(C=C1)C(=O)NC2=CC(=C(C=C2)Cl)C3=CC=CC=N3)Cl. Drug 2: CCC1=C2CN3C(=CC4=C(C3=O)COC(=O)C4(CC)O)C2=NC5=C1C=C(C=C5)O. Cell line: CAKI-1. Synergy scores: CSS=46.9, Synergy_ZIP=-1.58, Synergy_Bliss=-6.96, Synergy_Loewe=-78.9, Synergy_HSA=-5.87. (2) Drug 1: CCC(=C(C1=CC=CC=C1)C2=CC=C(C=C2)OCCN(C)C)C3=CC=CC=C3.C(C(=O)O)C(CC(=O)O)(C(=O)O)O. Drug 2: CNC(=O)C1=NC=CC(=C1)OC2=CC=C(C=C2)NC(=O)NC3=CC(=C(C=C3)Cl)C(F)(F)F. Cell line: SF-268. Synergy scores: CSS=-0.861, Synergy_ZIP=2.30, Synergy_Bliss=1.28, Synergy_Loewe=1.39, Synergy_HSA=-2.34. (3) Drug 1: CC1=CC=C(C=C1)C2=CC(=NN2C3=CC=C(C=C3)S(=O)(=O)N)C(F)(F)F. Drug 2: C1CC(C1)(C(=O)O)C(=O)O.[NH2-].[NH2-].[Pt+2]. Cell line: COLO 205. Synergy scores: CSS=13.5, Synergy_ZIP=-5.27, Synergy_Bliss=-2.60, Synergy_Loewe=-1.82, Synergy_HSA=-0.412. (4) Drug 1: C1CCN(CC1)CCOC2=CC=C(C=C2)C(=O)C3=C(SC4=C3C=CC(=C4)O)C5=CC=C(C=C5)O. Drug 2: C(CC(=O)O)C(=O)CN.Cl. Cell line: T-47D. Synergy scores: CSS=10.9, Synergy_ZIP=-4.05, Synergy_Bliss=2.07, Synergy_Loewe=-8.15, Synergy_HSA=-2.00. (5) Drug 1: CC(C)(C#N)C1=CC(=CC(=C1)CN2C=NC=N2)C(C)(C)C#N. Drug 2: C1CN(P(=O)(OC1)NCCCl)CCCl. Cell line: SR. Synergy scores: CSS=-4.13, Synergy_ZIP=1.68, Synergy_Bliss=1.57, Synergy_Loewe=-6.05, Synergy_HSA=-5.86. (6) Drug 2: CC1=C(C=C(C=C1)NC(=O)C2=CC=C(C=C2)CN3CCN(CC3)C)NC4=NC=CC(=N4)C5=CN=CC=C5. Synergy scores: CSS=15.5, Synergy_ZIP=5.19, Synergy_Bliss=2.99, Synergy_Loewe=-0.779, Synergy_HSA=1.96. Drug 1: C1=CC(=C2C(=C1NCCNCCO)C(=O)C3=C(C=CC(=C3C2=O)O)O)NCCNCCO. Cell line: UACC-257. (7) Drug 1: C1=CC(=CC=C1CC(C(=O)O)N)N(CCCl)CCCl.Cl. Drug 2: CC1=C(C=C(C=C1)C(=O)NC2=CC(=CC(=C2)C(F)(F)F)N3C=C(N=C3)C)NC4=NC=CC(=N4)C5=CN=CC=C5. Cell line: COLO 205. Synergy scores: CSS=17.7, Synergy_ZIP=-3.65, Synergy_Bliss=3.12, Synergy_Loewe=-4.88, Synergy_HSA=-3.19. (8) Drug 1: C1=CC(=C2C(=C1NCCNCCO)C(=O)C3=C(C=CC(=C3C2=O)O)O)NCCNCCO. Drug 2: CC(C)NC(=O)C1=CC=C(C=C1)CNNC.Cl. Cell line: SK-MEL-28. Synergy scores: CSS=40.8, Synergy_ZIP=5.93, Synergy_Bliss=7.01, Synergy_Loewe=-49.1, Synergy_HSA=2.13. (9) Drug 1: CC12CCC(CC1=CCC3C2CCC4(C3CC=C4C5=CN=CC=C5)C)O. Drug 2: C1CNP(=O)(OC1)N(CCCl)CCCl. Cell line: M14. Synergy scores: CSS=4.06, Synergy_ZIP=1.04, Synergy_Bliss=3.14, Synergy_Loewe=0.409, Synergy_HSA=2.23.